From a dataset of Catalyst prediction with 721,799 reactions and 888 catalyst types from USPTO. Predict which catalyst facilitates the given reaction. (1) The catalyst class is: 30. Product: [F:3][C:4]1[C:5]([CH2:16][N:17]([CH3:25])[C:18](=[O:24])[O:19][C:20]([CH3:21])([CH3:22])[CH3:23])=[CH:6][N:7]([S:49]([C:45]2[CH:46]=[CH:47][CH:48]=[C:43]([O:42][CH3:41])[CH:44]=2)(=[O:51])=[O:50])[C:8]=1[C:9]1[C:10]([F:15])=[N:11][CH:12]=[CH:13][CH:14]=1. Reactant: [H-].[Na+].[F:3][C:4]1[C:5]([CH2:16][N:17]([CH3:25])[C:18](=[O:24])[O:19][C:20]([CH3:23])([CH3:22])[CH3:21])=[CH:6][NH:7][C:8]=1[C:9]1[C:10]([F:15])=[N:11][CH:12]=[CH:13][CH:14]=1.C1OCCOCCOCCOCCOC1.[CH3:41][O:42][C:43]1[CH:44]=[C:45]([S:49](Cl)(=[O:51])=[O:50])[CH:46]=[CH:47][CH:48]=1. (2) Reactant: [OH:1][C:2]([C:41]1[S:42][CH:43]=[CH:44][CH:45]=1)([C:36]1[S:37][CH:38]=[CH:39][CH:40]=1)[C:3]([O:5][C@H:6]1[CH2:11][CH2:10][C@H:9]([N:12]([CH3:35])[CH2:13][CH2:14][CH2:15][C:16]2[O:20][N:19]=[C:18]([C:21]3[CH:26]=[CH:25][C:24]([CH2:27][O:28]C4CCCCO4)=[CH:23][CH:22]=3)[N:17]=2)[CH2:8][CH2:7]1)=[O:4].Cl.C(=O)(O)[O-]. The catalyst class is: 7. Product: [OH:1][C:2]([C:36]1[S:37][CH:38]=[CH:39][CH:40]=1)([C:41]1[S:42][CH:43]=[CH:44][CH:45]=1)[C:3]([O:5][C@H:6]1[CH2:7][CH2:8][C@H:9]([N:12]([CH2:13][CH2:14][CH2:15][C:16]2[O:20][N:19]=[C:18]([C:21]3[CH:26]=[CH:25][C:24]([CH2:27][OH:28])=[CH:23][CH:22]=3)[N:17]=2)[CH3:35])[CH2:10][CH2:11]1)=[O:4]. (3) Reactant: CO[C:3]1[C:4](=[O:22])[N:5]([CH2:13][C:14]2[CH:19]=[CH:18][C:17]([O:20][CH3:21])=[CH:16][CH:15]=2)[CH2:6][CH2:7][C:8]=1[C:9](=O)[CH2:10][CH3:11].Cl.Cl.[CH:25]1([NH:30][NH2:31])[CH2:29][CH2:28][CH2:27][CH2:26]1. Product: [CH:25]1([N:30]2[C:3]3[C:4](=[O:22])[N:5]([CH2:13][C:14]4[CH:15]=[CH:16][C:17]([O:20][CH3:21])=[CH:18][CH:19]=4)[CH2:6][CH2:7][C:8]=3[C:9]([CH2:10][CH3:11])=[N:31]2)[CH2:29][CH2:28][CH2:27][CH2:26]1. The catalyst class is: 7. (4) Reactant: C(N(C(C)C)CC)(C)C.[F:10][C:11]1[N:16]=[CH:15][C:14]([O:17][CH2:18][CH2:19][NH2:20])=[C:13]([I:21])[CH:12]=1.[C:22]([O:26][C:27](O[C:27]([O:26][C:22]([CH3:25])([CH3:24])[CH3:23])=[O:28])=[O:28])([CH3:25])([CH3:24])[CH3:23]. Product: [C:22]([O:26][C:27](=[O:28])[NH:20][CH2:19][CH2:18][O:17][C:14]1[CH:15]=[N:16][C:11]([F:10])=[CH:12][C:13]=1[I:21])([CH3:25])([CH3:24])[CH3:23]. The catalyst class is: 2. (5) Reactant: Cl[S:2]([OH:5])(=[O:4])=[O:3].[NH2:6][C:7]1[CH:12]=[CH:11][C:10]([C:13](=[O:34])[CH2:14][N:15]2[C:19]3[CH:20]=[CH:21][CH:22]=[CH:23][C:18]=3[N:17]=[C:16]2[C:24]2[C:25]([NH:29][CH2:30][CH2:31][C:32]#[N:33])=[N:26][O:27][N:28]=2)=[CH:9][CH:8]=1.[OH-].[Na+:36].CC1C=CC(COC(NNC(C2C=NC=CN=2)=O)=O)=CC=1. Product: [Na+:36].[C:32]([CH2:31][CH2:30][NH:29][C:25]1[C:24]([C:16]2[N:15]([CH2:14][C:13]([C:10]3[CH:9]=[CH:8][C:7]([NH:6][S:2](=[O:4])(=[O:3])[O-:5])=[CH:12][CH:11]=3)=[O:34])[C:19]3[CH:20]=[CH:21][CH:22]=[CH:23][C:18]=3[N:17]=2)=[N:28][O:27][N:26]=1)#[N:33]. The catalyst class is: 17.